From a dataset of CYP3A4 substrate classification data from Carbon-Mangels et al.. Regression/Classification. Given a drug SMILES string, predict its absorption, distribution, metabolism, or excretion properties. Task type varies by dataset: regression for continuous measurements (e.g., permeability, clearance, half-life) or binary classification for categorical outcomes (e.g., BBB penetration, CYP inhibition). Dataset: cyp3a4_substrate_carbonmangels. The drug is Cc1cccc(Nc2ccccc2C(=O)O)c1C. The result is 0 (non-substrate).